From a dataset of NCI-60 drug combinations with 297,098 pairs across 59 cell lines. Regression. Given two drug SMILES strings and cell line genomic features, predict the synergy score measuring deviation from expected non-interaction effect. Drug 1: C1C(C(OC1N2C=C(C(=O)NC2=O)F)CO)O. Drug 2: CCC1(CC2CC(C3=C(CCN(C2)C1)C4=CC=CC=C4N3)(C5=C(C=C6C(=C5)C78CCN9C7C(C=CC9)(C(C(C8N6C=O)(C(=O)OC)O)OC(=O)C)CC)OC)C(=O)OC)O.OS(=O)(=O)O. Cell line: OVCAR-4. Synergy scores: CSS=7.58, Synergy_ZIP=-4.40, Synergy_Bliss=-2.08, Synergy_Loewe=-1.33, Synergy_HSA=-0.668.